From a dataset of Full USPTO retrosynthesis dataset with 1.9M reactions from patents (1976-2016). Predict the reactants needed to synthesize the given product. Given the product [C:19]([O:18][C:16]([N:13]1[CH2:12][CH2:11][C:7]2[NH:8][C:9]3[CH:10]=[C:2]([CH3:1])[CH:3]=[C:4]([CH3:15])[C:5]=3[C:6]=2[CH2:14]1)=[O:17])([CH3:22])([CH3:21])[CH3:20], predict the reactants needed to synthesize it. The reactants are: [CH3:1][C:2]1[CH:3]=[C:4]([CH3:15])[C:5]2[C:6]3[CH2:14][NH:13][CH2:12][CH2:11][C:7]=3[NH:8][C:9]=2[CH:10]=1.[C:16](O[C:16]([O:18][C:19]([CH3:22])([CH3:21])[CH3:20])=[O:17])([O:18][C:19]([CH3:22])([CH3:21])[CH3:20])=[O:17].[OH-].[Na+].CCOCC.